From a dataset of Full USPTO retrosynthesis dataset with 1.9M reactions from patents (1976-2016). Predict the reactants needed to synthesize the given product. (1) Given the product [CH3:23][N:22]1[C:15]2[N:16]([C:17](=[O:19])[N:18]=[C:13]([O:11][CH2:10][C:8]3[CH:7]=[C:4]([CH:3]=[C:2]([F:1])[CH:9]=3)[C:5]#[N:6])[CH:14]=2)[CH2:20][CH:21]1[CH3:24], predict the reactants needed to synthesize it. The reactants are: [F:1][C:2]1[CH:3]=[C:4]([CH:7]=[C:8]([CH2:10][OH:11])[CH:9]=1)[C:5]#[N:6].Cl[C:13]1[CH:14]=[C:15]2[N:22]([CH3:23])[CH:21]([CH3:24])[CH2:20][N:16]2[C:17](=[O:19])[N:18]=1. (2) The reactants are: [NH2:1][C:2]([C:6]([CH3:10])([CH3:9])[C:7]#[N:8])=[CH:3][C:4]#[N:5].N[OH:12].Cl. Given the product [NH2:5][C:4]1[O:12][N:1]=[C:2]([C:6]([CH3:10])([CH3:9])[C:7]#[N:8])[CH:3]=1, predict the reactants needed to synthesize it. (3) Given the product [ClH:16].[NH2:8][CH2:7][CH2:6][O:5][CH2:4][CH2:3][CH2:2][OH:1], predict the reactants needed to synthesize it. The reactants are: [OH:1][CH2:2][CH2:3][CH2:4][O:5][CH2:6][CH2:7][NH:8]C(=O)OC(C)(C)C.[ClH:16]. (4) Given the product [N:21]1([C:25]([C:27]2[N:28]=[CH:29][C:30]([O:1][C:2]3[CH:3]=[C:4]([CH:14]=[C:15]([O:17][CH:18]([CH3:20])[CH3:19])[CH:16]=3)[C:5]([NH:7][C:8]3[CH:12]=[CH:11][N:10]([CH3:13])[N:9]=3)=[O:6])=[CH:31][N:32]=2)=[O:26])[CH2:24][CH2:23][CH2:22]1, predict the reactants needed to synthesize it. The reactants are: [OH:1][C:2]1[CH:3]=[C:4]([CH:14]=[C:15]([O:17][CH:18]([CH3:20])[CH3:19])[CH:16]=1)[C:5]([NH:7][C:8]1[CH:12]=[CH:11][N:10]([CH3:13])[N:9]=1)=[O:6].[N:21]1([C:25]([C:27]2[N:32]=[CH:31][C:30](Br)=[CH:29][N:28]=2)=[O:26])[CH2:24][CH2:23][CH2:22]1.C(=O)([O-])[O-].[Cs+].[Cs+].C(OCC)(=O)C.